Dataset: CYP1A2 inhibition data for predicting drug metabolism from PubChem BioAssay. Task: Regression/Classification. Given a drug SMILES string, predict its absorption, distribution, metabolism, or excretion properties. Task type varies by dataset: regression for continuous measurements (e.g., permeability, clearance, half-life) or binary classification for categorical outcomes (e.g., BBB penetration, CYP inhibition). Dataset: cyp1a2_veith. (1) The result is 0 (non-inhibitor). The compound is Cc1cccc(Cc2c(C)nc3nc(SCC(=O)NCc4ccco4)nn3c2C)c1. (2) The compound is CCCC[C@@H]1C[C@H]1C(NC(=O)c1ccc(-c2ccccc2)cc1)c1ccc(-c2ccccc2)cc1. The result is 0 (non-inhibitor).